This data is from Full USPTO retrosynthesis dataset with 1.9M reactions from patents (1976-2016). The task is: Predict the reactants needed to synthesize the given product. (1) Given the product [CH3:1][O:2][C:3]1([C:8](=[O:10])[CH2:15][C:14]#[N:16])[CH2:4][CH2:5][CH2:6][CH2:7]1, predict the reactants needed to synthesize it. The reactants are: [CH3:1][O:2][C:3]1([C:8]([O:10]C)=O)[CH2:7][CH2:6][CH2:5][CH2:4]1.[H-].[Na+].[C:14](#[N:16])[CH3:15]. (2) The reactants are: [SH:1][C:2]1[CH:7]=[CH:6][C:5]([CH2:8][OH:9])=[CH:4][CH:3]=1.Br[C:11]1[CH:12]=[CH:13][C:14]([C:17]#[N:18])=[N:15][CH:16]=1. Given the product [OH:9][CH2:8][C:5]1[CH:6]=[CH:7][C:2]([S:1][C:11]2[CH:12]=[CH:13][C:14]([C:17]#[N:18])=[N:15][CH:16]=2)=[CH:3][CH:4]=1, predict the reactants needed to synthesize it.